This data is from Peptide-MHC class II binding affinity with 134,281 pairs from IEDB. The task is: Regression. Given a peptide amino acid sequence and an MHC pseudo amino acid sequence, predict their binding affinity value. This is MHC class II binding data. The peptide sequence is GGLPLAGAGGAGAGP. The MHC is HLA-DQA10301-DQB10302 with pseudo-sequence HLA-DQA10301-DQB10302. The binding affinity (normalized) is 0.143.